This data is from Forward reaction prediction with 1.9M reactions from USPTO patents (1976-2016). The task is: Predict the product of the given reaction. (1) Given the reactants [Cl:1][C:2]1[CH:3]=[C:4]([CH:14]=[CH:15][CH:16]=1)[CH2:5][NH:6][C:7]1[CH:12]=[N:11][CH:10]=[C:9](Cl)[N:8]=1.[C:17]([O:21][C:22]([N:24]1[CH2:29][CH2:28][NH:27][CH2:26][CH2:25]1)=[O:23])([CH3:20])([CH3:19])[CH3:18].N12CCCN=C1CCCCC2.O, predict the reaction product. The product is: [C:17]([O:21][C:22]([N:24]1[CH2:29][CH2:28][N:27]([C:9]2[CH:10]=[N:11][CH:12]=[C:7]([NH:6][CH2:5][C:4]3[CH:14]=[CH:15][CH:16]=[C:2]([Cl:1])[CH:3]=3)[N:8]=2)[CH2:26][CH2:25]1)=[O:23])([CH3:20])([CH3:18])[CH3:19]. (2) Given the reactants OC1C=CC([C:8]2[NH:9][C:10](=[O:22])[C:11]3[C:16]([CH:17]=2)=[CH:15][C:14](OC)=[CH:13][C:12]=3OC)=CC=1.C([Li])CCC, predict the reaction product. The product is: [CH:10]1[C:11]2[C:16](=[CH:15][CH:14]=[CH:13][CH:12]=2)[CH:17]=[CH:8][N:9]=1.[NH:9]1[C:8]2[C:13](=[CH:14][CH:15]=[CH:16][CH:17]=2)[CH:12]=[CH:11][C:10]1=[O:22]. (3) Given the reactants Cl[C:2]1[CH:7]=[C:6]([O:8][CH3:9])[CH:5]=[CH:4][N:3]=1.[C:10](=[N:23][NH2:24])([C:17]1[CH:22]=[CH:21][CH:20]=[CH:19][CH:18]=1)[C:11]1[CH:16]=[CH:15][CH:14]=[CH:13][CH:12]=1.C1(B(O)O)C=CC=CC=1.C1(P(C2C=CC=CC=2)C2C=CC3C(=CC=CC=3)C=2C2C3C(=CC=CC=3)C=CC=2P(C2C=CC=CC=2)C2C=CC=CC=2)C=CC=CC=1, predict the reaction product. The product is: [CH3:9][O:8][C:6]1[CH:5]=[CH:4][N:3]=[C:2]([NH:24][N:23]=[C:10]([C:11]2[CH:16]=[CH:15][CH:14]=[CH:13][CH:12]=2)[C:17]2[CH:22]=[CH:21][CH:20]=[CH:19][CH:18]=2)[CH:7]=1. (4) Given the reactants [NH2:1][C:2]1[CH:6]=[CH:5][O:4][N:3]=1.N1C=CC=CC=1.Cl[C:14]([O:16][C:17]1[CH:22]=[CH:21][CH:20]=[CH:19][CH:18]=1)=[O:15], predict the reaction product. The product is: [O:4]1[CH:5]=[CH:6][C:2]([NH:1][C:14](=[O:15])[O:16][C:17]2[CH:22]=[CH:21][CH:20]=[CH:19][CH:18]=2)=[N:3]1. (5) Given the reactants C(P(=O)(OCC)OCC)#N.[NH2:11][C:12]1[C:17]([O:18][CH3:19])=[CH:16][CH:15]=[CH:14][C:13]=1[S:20][CH2:21][C@@H:22]([C:31]([OH:33])=O)[NH:23][O:24][C:25](=[O:30])[C:26]([CH3:29])([CH3:28])[CH3:27].CN(C=O)C, predict the reaction product. The product is: [CH3:27][C:26]([CH3:29])([CH3:28])[C:25]([O:24][NH:23][C@@H:22]1[C:31](=[O:33])[NH:11][C:12]2[C:17]([O:18][CH3:19])=[CH:16][CH:15]=[CH:14][C:13]=2[S:20][CH2:21]1)=[O:30]. (6) Given the reactants [F:1][C:2]1[C:3]([F:12])=[CH:4][C:5]2[S:9][C:8]([NH2:10])=[N:7][C:6]=2[CH:11]=1.[Cl:13][C:14]1[CH:15]=[C:16]([CH:20]=[C:21]([Cl:23])[CH:22]=1)[C:17](Cl)=[O:18].Br[CH:25]([CH2:30][CH3:31])[C:26]([O:28]C)=[O:27].COC1C=CC2N=C(N)SC=2C=1.ClC1C=C(C=CC=1)C(Cl)=O.BrCC(OCC)=O, predict the reaction product. The product is: [Cl:13][C:14]1[CH:15]=[C:16]([CH:20]=[C:21]([Cl:23])[CH:22]=1)[C:17]([N:10]=[C:8]1[N:7]([CH:25]([CH2:30][CH3:31])[C:26]([OH:28])=[O:27])[C:6]2[CH:11]=[C:2]([F:1])[C:3]([F:12])=[CH:4][C:5]=2[S:9]1)=[O:18]. (7) Given the reactants [OH:1][C:2]1[CH:11]=[C:10]2[C:5]([CH:6]=[CH:7][C:8](=[O:12])[O:9]2)=[CH:4][CH:3]=1.C(OC([N:20]1[CH2:25][CH2:24][C:23]2([CH2:30][CH2:29][CH:28](O)[CH2:27][CH2:26]2)[CH2:22][CH2:21]1)=O)(C)(C)C, predict the reaction product. The product is: [CH2:22]1[C:23]2([CH2:30][CH2:29][CH:28]([O:1][C:2]3[CH:11]=[C:10]4[C:5]([CH:6]=[CH:7][C:8](=[O:12])[O:9]4)=[CH:4][CH:3]=3)[CH2:27][CH2:26]2)[CH2:24][CH2:25][NH:20][CH2:21]1. (8) The product is: [C:21]1([C@@H:27]2[CH2:31][O:30][C:29](=[O:32])[N:28]2[C:10](=[O:12])/[CH:9]=[CH:8]/[CH:6]2[CH2:5][CH2:4][O:3][C:2]([CH3:1])([CH3:13])[CH2:7]2)[CH:22]=[CH:23][CH:24]=[CH:25][CH:26]=1. Given the reactants [CH3:1][C:2]1([CH3:13])[CH2:7][CH:6](/[CH:8]=[CH:9]/[C:10]([OH:12])=O)[CH2:5][CH2:4][O:3]1.C(Cl)(C(C)(C)C)=O.[C:21]1([C@@H:27]2[CH2:31][O:30][C:29](=[O:32])[NH:28]2)[CH:26]=[CH:25][CH:24]=[CH:23][CH:22]=1.[Li]CCCC, predict the reaction product. (9) The product is: [CH2:19]([O:18][C:15]1[CH:16]=[CH:17][C:12]([CH2:11][CH2:10][C:9]([OH:28])=[O:8])=[CH:13][C:14]=1[O:26][CH3:27])[C:20]1[CH:21]=[CH:22][CH:23]=[CH:24][CH:25]=1. Given the reactants C([O:8][C:9](=[O:28])[CH2:10][CH2:11][C:12]1[CH:17]=[CH:16][C:15]([O:18][CH2:19][C:20]2[CH:25]=[CH:24][CH:23]=[CH:22][CH:21]=2)=[C:14]([O:26][CH3:27])[CH:13]=1)C1C=CC=CC=1.[OH-].[Na+], predict the reaction product.